The task is: Predict the product of the given reaction.. This data is from Forward reaction prediction with 1.9M reactions from USPTO patents (1976-2016). (1) The product is: [F:23][C:24]([F:40])([F:41])[C:25]1[CH:30]=[CH:29][CH:28]=[CH:27][C:26]=1[NH:31][C:32]1[CH:33]=[CH:34][C:35]([CH2:36][NH:37][C:13]([C:9]2([N:8]([CH2:16][C:17]3[CH:18]=[CH:19][CH:20]=[CH:21][CH:22]=3)[CH2:1][C:2]3[CH:7]=[CH:6][CH:5]=[CH:4][CH:3]=3)[CH2:10][O:11][CH2:12]2)=[O:15])=[CH:38][CH:39]=1. Given the reactants [CH2:1]([N:8]([CH2:16][C:17]1[CH:22]=[CH:21][CH:20]=[CH:19][CH:18]=1)[C:9]1([C:13]([OH:15])=O)[CH2:12][O:11][CH2:10]1)[C:2]1[CH:7]=[CH:6][CH:5]=[CH:4][CH:3]=1.[F:23][C:24]([F:41])([F:40])[C:25]1[CH:30]=[CH:29][CH:28]=[CH:27][C:26]=1[NH:31][C:32]1[CH:39]=[CH:38][C:35]([CH2:36][NH2:37])=[CH:34][CH:33]=1, predict the reaction product. (2) Given the reactants [NH2:1][C:2]1[S:3][C:4]([N:12]2[CH2:21][CH2:20][C:15]3(OCC[O:16]3)[CH2:14][CH2:13]2)=[C:5]([C:7]2[O:8][CH:9]=[CH:10][CH:11]=2)[N:6]=1.Cl.C(=O)([O-])O.[Na+], predict the reaction product. The product is: [NH2:1][C:2]1[S:3][C:4]([N:12]2[CH2:21][CH2:20][C:15](=[O:16])[CH2:14][CH2:13]2)=[C:5]([C:7]2[O:8][CH:9]=[CH:10][CH:11]=2)[N:6]=1. (3) Given the reactants [OH:1][CH:2]1[CH:7]([C:8]2[CH:13]=[CH:12][C:11]([O:14][CH2:15][CH2:16][CH2:17][O:18][C:19]3[CH:24]=[CH:23][CH:22]=[C:21]([C:25]([F:28])([F:27])[F:26])[CH:20]=3)=[CH:10][CH:9]=2)[CH2:6][CH2:5][N:4]([C:29]([O:31][C:32]([CH3:35])([CH3:34])[CH3:33])=[O:30])[CH2:3]1.Cl[CH2:37][C:38]1[CH:39]=[CH:40][C:41]2[O:46][CH:45](CCCOC)[C:44](=[O:52])[NH:43][C:42]=2[CH:53]=1, predict the reaction product. The product is: [CH3:15][O:14][CH2:11][CH2:10][CH2:9][N:43]1[C:42]2[CH:53]=[C:38]([CH2:37][O:1][CH:2]3[CH:7]([C:8]4[CH:13]=[CH:12][C:11]([O:14][CH2:15][CH2:16][CH2:17][O:18][C:19]5[CH:24]=[CH:23][CH:22]=[C:21]([C:25]([F:26])([F:28])[F:27])[CH:20]=5)=[CH:10][CH:9]=4)[CH2:6][CH2:5][N:4]([C:29]([O:31][C:32]([CH3:35])([CH3:34])[CH3:33])=[O:30])[CH2:3]3)[CH:39]=[CH:40][C:41]=2[O:46][CH2:45][C:44]1=[O:52]. (4) Given the reactants [S:1]1[CH:5]=[CH:4][N:3]=[C:2]1[NH:6][S:7]([C:10]1[CH:11]=[C:12]2[C:16](=[CH:17][CH:18]=1)[NH:15][CH2:14][CH2:13]2)(=[O:9])=[O:8].CCN(CC)CC.Br[CH2:27][CH2:28][Cl:29], predict the reaction product. The product is: [Cl:29][CH2:28][CH2:27][N:15]1[C:16]2[C:12](=[CH:11][C:10]([S:7]([NH:6][C:2]3[S:1][CH:5]=[CH:4][N:3]=3)(=[O:9])=[O:8])=[CH:18][CH:17]=2)[CH2:13][CH2:14]1.